Dataset: TCR-epitope binding with 47,182 pairs between 192 epitopes and 23,139 TCRs. Task: Binary Classification. Given a T-cell receptor sequence (or CDR3 region) and an epitope sequence, predict whether binding occurs between them. (1) The epitope is TPRVTGGGAM. The TCR CDR3 sequence is CASSLRQGANAGELFF. Result: 1 (the TCR binds to the epitope). (2) The epitope is SFHSLHLLF. The TCR CDR3 sequence is CAFKRDRENEQFF. Result: 1 (the TCR binds to the epitope). (3) The epitope is SLYNTVATL. The TCR CDR3 sequence is CASSYGMGVGDRDTQYF. Result: 1 (the TCR binds to the epitope). (4) Result: 1 (the TCR binds to the epitope). The epitope is FLKEKGGL. The TCR CDR3 sequence is CASSYGLNTEAFF. (5) The epitope is SQASSRSSSR. The TCR CDR3 sequence is CASSFATGELFF. Result: 0 (the TCR does not bind to the epitope). (6) The epitope is KTSVDCTMYI. The TCR CDR3 sequence is CASQATNTGELFF. Result: 0 (the TCR does not bind to the epitope). (7) The epitope is IIKDYGKQM. The TCR CDR3 sequence is CASGDSGDEQFF. Result: 1 (the TCR binds to the epitope). (8) The epitope is NLDSKVGGNY. The TCR CDR3 sequence is CATSRERWGEYEQYF. Result: 0 (the TCR does not bind to the epitope). (9) The epitope is PKYVKQNTLKLAT. The TCR CDR3 sequence is CASSGTGEPTNEKLFF. Result: 1 (the TCR binds to the epitope). (10) The epitope is ILGLPTQTV. The TCR CDR3 sequence is CASSQEAAGGRETQYF. Result: 1 (the TCR binds to the epitope).